Dataset: NCI-60 drug combinations with 297,098 pairs across 59 cell lines. Task: Regression. Given two drug SMILES strings and cell line genomic features, predict the synergy score measuring deviation from expected non-interaction effect. (1) Drug 1: CC12CCC(CC1=CCC3C2CCC4(C3CC=C4C5=CN=CC=C5)C)O. Drug 2: CNC(=O)C1=NC=CC(=C1)OC2=CC=C(C=C2)NC(=O)NC3=CC(=C(C=C3)Cl)C(F)(F)F. Cell line: HOP-92. Synergy scores: CSS=6.81, Synergy_ZIP=-7.49, Synergy_Bliss=-10.5, Synergy_Loewe=-11.1, Synergy_HSA=-11.5. (2) Drug 1: CC1C(C(=O)NC(C(=O)N2CCCC2C(=O)N(CC(=O)N(C(C(=O)O1)C(C)C)C)C)C(C)C)NC(=O)C3=C4C(=C(C=C3)C)OC5=C(C(=O)C(=C(C5=N4)C(=O)NC6C(OC(=O)C(N(C(=O)CN(C(=O)C7CCCN7C(=O)C(NC6=O)C(C)C)C)C)C(C)C)C)N)C. Drug 2: CC=C1C(=O)NC(C(=O)OC2CC(=O)NC(C(=O)NC(CSSCCC=C2)C(=O)N1)C(C)C)C(C)C. Cell line: BT-549. Synergy scores: CSS=13.5, Synergy_ZIP=-0.574, Synergy_Bliss=-0.699, Synergy_Loewe=-15.1, Synergy_HSA=-1.80.